This data is from TCR-epitope binding with 47,182 pairs between 192 epitopes and 23,139 TCRs. The task is: Binary Classification. Given a T-cell receptor sequence (or CDR3 region) and an epitope sequence, predict whether binding occurs between them. (1) The epitope is FADDLNQLTGY. The TCR CDR3 sequence is CAISLTLLGQRDQETQYF. Result: 0 (the TCR does not bind to the epitope). (2) The epitope is PROT_97E67BCC. The TCR CDR3 sequence is CASSERASGHDTQYF. Result: 1 (the TCR binds to the epitope). (3) The epitope is KAYNVTQAF. The TCR CDR3 sequence is CASSLGAGGARTGELFF. Result: 1 (the TCR binds to the epitope). (4) The epitope is KLNVGDYFV. The TCR CDR3 sequence is CASSEGQGNGELFF. Result: 1 (the TCR binds to the epitope).